This data is from Full USPTO retrosynthesis dataset with 1.9M reactions from patents (1976-2016). The task is: Predict the reactants needed to synthesize the given product. Given the product [O-:1][N+:2]1[C:7]2[CH:8]=[CH:9][CH:10]=[CH:11][C:6]=2[N:5]=[C:4]([N:12]2[CH2:17][CH2:16][CH:15]([C:18]([NH:20][C:21]3[S:22][CH:23]=[CH:24][C:25]=3[C:26]([OH:28])=[O:27])=[O:19])[CH2:14][CH2:13]2)[N:3]=1, predict the reactants needed to synthesize it. The reactants are: [O-:1][N+:2]1[C:7]2[CH:8]=[CH:9][CH:10]=[CH:11][C:6]=2[N:5]=[C:4]([N:12]2[CH2:17][CH2:16][CH:15]([C:18]([NH:20][C:21]3[S:22][CH:23]=[CH:24][C:25]=3[C:26]([O:28]C)=[O:27])=[O:19])[CH2:14][CH2:13]2)[N:3]=1.Cl.[NH+]1C=CC=CC=1.